From a dataset of Full USPTO retrosynthesis dataset with 1.9M reactions from patents (1976-2016). Predict the reactants needed to synthesize the given product. Given the product [Cl:11][C:12]1[CH:17]=[CH:16][CH:15]=[CH:14][C:13]=1[N:18]1[C:22]([O:23][C:24]2[CH:29]=[CH:28][CH:27]=[CH:26][C:25]=2[NH:30][C:31]([NH:10][C:7]2[CH:8]=[CH:9][C:4]([CH:1]3[CH2:3][CH2:2]3)=[CH:5][CH:6]=2)=[O:32])=[CH:21][C:20]([CH3:33])=[N:19]1, predict the reactants needed to synthesize it. The reactants are: [CH:1]1([C:4]2[CH:9]=[CH:8][C:7]([NH2:10])=[CH:6][CH:5]=2)[CH2:3][CH2:2]1.[Cl:11][C:12]1[CH:17]=[CH:16][CH:15]=[CH:14][C:13]=1[N:18]1[C:22]([O:23][C:24]2[CH:29]=[CH:28][CH:27]=[CH:26][C:25]=2[N:30]=[C:31]=[O:32])=[CH:21][C:20]([CH3:33])=[N:19]1.